Task: Predict the product of the given reaction.. Dataset: Forward reaction prediction with 1.9M reactions from USPTO patents (1976-2016) (1) The product is: [CH3:18][O:17][C:12]1[CH:13]=[C:14]([O:24][CH3:23])[CH:15]=[CH:16][C:11]=1[C:9]1[NH:8][N:7]=[C:6]([O:5][CH2:4][C:3]2[CH:19]=[CH:20][CH:21]=[CH:22][C:2]=2[F:1])[CH:10]=1. Given the reactants [F:1][C:2]1[CH:22]=[CH:21][CH:20]=[CH:19][C:3]=1[CH2:4][O:5][C:6]1[CH:10]=[C:9]([C:11]2[CH:16]=[CH:15][CH:14]=[CH:13][C:12]=2[O:17][CH3:18])[NH:8][N:7]=1.[CH3:23][O:24]C1C=C(OC)C=CC=1C(CC(OCC)=O)=O, predict the reaction product. (2) Given the reactants [C:1]1([C@@H:7]([OH:11])[CH2:8][CH2:9][OH:10])[CH:6]=[CH:5][CH:4]=[CH:3][CH:2]=1.C1N2CCN(CC2)C1.[C:20]1([CH3:30])[CH:25]=[CH:24][C:23]([S:26](Cl)(=[O:28])=[O:27])=[CH:22][CH:21]=1, predict the reaction product. The product is: [OH:11][C@H:7]([C:1]1[CH:6]=[CH:5][CH:4]=[CH:3][CH:2]=1)[CH2:8][CH2:9][O:10][S:26]([C:23]1[CH:24]=[CH:25][C:20]([CH3:30])=[CH:21][CH:22]=1)(=[O:28])=[O:27]. (3) Given the reactants [NH2:1][C:2]1[CH:12]=[CH:11][C:5]([C:6]([O:8][CH2:9][CH3:10])=[O:7])=[CH:4][CH:3]=1.C([O-])([O-])=O.[K+].[K+].Br[C:20]1[CH:21]=[C:22]([CH:24]=[CH:25][CH:26]=1)[NH2:23], predict the reaction product. The product is: [NH2:23][C:22]1[CH:21]=[C:20]([NH:1][C:2]2[CH:3]=[CH:4][C:5]([C:6]([O:8][CH2:9][CH3:10])=[O:7])=[CH:11][CH:12]=2)[CH:26]=[CH:25][CH:24]=1. (4) The product is: [Cl:1][C:2]1[CH:3]=[CH:4][C:5]([OH:20])=[C:6]([CH2:8][C:9]2[N:14]=[C:13]([C:15]([OH:17])=[O:16])[CH:12]=[CH:11][CH:10]=2)[CH:7]=1. Given the reactants [Cl:1][C:2]1[CH:3]=[CH:4][C:5]([O:20]CC2C=CC(Cl)=CC=2F)=[C:6]([CH2:8][C:9]2[N:14]=[C:13]([C:15]([O:17]CC)=[O:16])[CH:12]=[CH:11][CH:10]=2)[CH:7]=1.C[S-].[Na+].CN(C)C=O, predict the reaction product. (5) Given the reactants [C:1]([NH:5][C:6]([C:8]1[S:25][C:11]2[N:12]=[C:13]([S:23][CH3:24])[N:14]=[C:15]([C:16]3[CH:21]=[CH:20][CH:19]=[C:18]([NH2:22])[CH:17]=3)[C:10]=2[C:9]=1[NH2:26])=[O:7])([CH3:4])([CH3:3])[CH3:2].[C:27]1([CH3:37])[CH:32]=[CH:31][C:30]([S:33](Cl)(=[O:35])=[O:34])=[CH:29][CH:28]=1, predict the reaction product. The product is: [C:1]([NH:5][C:6]([C:8]1[S:25][C:11]2[N:12]=[C:13]([S:23][CH3:24])[N:14]=[C:15]([C:16]3[CH:21]=[CH:20][CH:19]=[C:18]([NH:22][S:33]([C:30]4[CH:31]=[CH:32][C:27]([CH3:37])=[CH:28][CH:29]=4)(=[O:35])=[O:34])[CH:17]=3)[C:10]=2[C:9]=1[NH2:26])=[O:7])([CH3:4])([CH3:2])[CH3:3]. (6) Given the reactants Cl[C:2]1[CH:11]=[CH:10][C:5]([C:6]([O:8][CH3:9])=[O:7])=[CH:4][N:3]=1.[NH:12]1[CH2:17][CH2:16][NH:15][CH2:14][CH2:13]1, predict the reaction product. The product is: [N:12]1([C:2]2[CH:11]=[CH:10][C:5]([C:6]([O:8][CH3:9])=[O:7])=[CH:4][N:3]=2)[CH2:17][CH2:16][NH:15][CH2:14][CH2:13]1.